From a dataset of Catalyst prediction with 721,799 reactions and 888 catalyst types from USPTO. Predict which catalyst facilitates the given reaction. (1) Reactant: I[C:2]1[N:3]=[CH:4][N:5]([C:7]([C:20]2[CH:25]=[CH:24][CH:23]=[CH:22][CH:21]=2)([C:14]2[CH:19]=[CH:18][CH:17]=[CH:16][CH:15]=2)[C:8]2[CH:13]=[CH:12][CH:11]=[CH:10][CH:9]=2)[CH:6]=1.[CH:26]([C:28]1[CH:33]=[CH:32][CH:31]=[CH:30][C:29]=1B(O)O)=[O:27].[O-]P([O-])([O-])=O.[K+].[K+].[K+]. Product: [C:7]([N:5]1[CH:6]=[C:2]([C:29]2[CH:30]=[CH:31][CH:32]=[CH:33][C:28]=2[CH:26]=[O:27])[N:3]=[CH:4]1)([C:20]1[CH:25]=[CH:24][CH:23]=[CH:22][CH:21]=1)([C:14]1[CH:19]=[CH:18][CH:17]=[CH:16][CH:15]=1)[C:8]1[CH:13]=[CH:12][CH:11]=[CH:10][CH:9]=1. The catalyst class is: 339. (2) Reactant: [Cl:1][C:2]1[CH:7]=[CH:6][C:5]([C:8]2[N:12]([C:13]3[CH:18]=[CH:17][C:16]([Cl:19])=[CH:15][C:14]=3[Cl:20])[N:11]=[C:10]([C:21]([N:23]3[CH2:28][CH2:27][C:26]([C:30]4[CH:35]=[CH:34][CH:33]=[CH:32][CH:31]=4)([NH2:29])[CH2:25][CH2:24]3)=[O:22])[C:9]=2[CH3:36])=[CH:4][CH:3]=1.[C:37](OC(=O)C)(=[O:39])[CH3:38]. Product: [Cl:1][C:2]1[CH:7]=[CH:6][C:5]([C:8]2[N:12]([C:13]3[CH:18]=[CH:17][C:16]([Cl:19])=[CH:15][C:14]=3[Cl:20])[N:11]=[C:10]([C:21]([N:23]3[CH2:24][CH2:25][C:26]([NH:29][C:37](=[O:39])[CH3:38])([C:30]4[CH:31]=[CH:32][CH:33]=[CH:34][CH:35]=4)[CH2:27][CH2:28]3)=[O:22])[C:9]=2[CH3:36])=[CH:4][CH:3]=1. The catalyst class is: 17. (3) Reactant: Cl[CH2:2][CH2:3][NH:4][C:5]([C:7]1[NH:8][C:9]([CH3:16])=[C:10]([C:13](=[O:15])[CH3:14])[C:11]=1[CH3:12])=[O:6].CCN(CC)CC. Product: [C:13]([C:10]1[C:11]([CH3:12])=[C:7]2[C:5](=[O:6])[NH:4][CH2:3][CH2:2][N:8]2[C:9]=1[CH3:16])(=[O:15])[CH3:14]. The catalyst class is: 2. (4) Reactant: [C:1]([O:4][C@@H:5]1[C@H:9]([O:10][C:11](=[O:13])[CH3:12])[C@@H:8]([C:14]2[O:18][N:17]=[C:16]([C:19]([CH3:22])([CH3:21])[CH3:20])[CH:15]=2)[O:7][C@H:6]1[N:23]1[CH:31]=[N:30][C:29]2[C:24]1=[N:25][CH:26]=[N:27][C:28]=2[NH:32][CH:33]1[CH2:38][CH2:37][N:36](C(OC(C)(C)C)=O)[CH2:35][CH2:34]1)(=[O:3])[CH3:2]. Product: [C:1]([O:4][C@@H:5]1[C@H:9]([O:10][C:11](=[O:13])[CH3:12])[C@@H:8]([C:14]2[O:18][N:17]=[C:16]([C:19]([CH3:22])([CH3:21])[CH3:20])[CH:15]=2)[O:7][C@H:6]1[N:23]1[CH:31]=[N:30][C:29]2[C:24]1=[N:25][CH:26]=[N:27][C:28]=2[NH:32][CH:33]1[CH2:38][CH2:37][NH:36][CH2:35][CH2:34]1)(=[O:3])[CH3:2]. The catalyst class is: 330. (5) Reactant: C(O[BH-](OC(=O)C)OC(=O)C)(=O)C.[Na+].[NH2:15][C:16]1[CH:29]=[C:28]2[C:19]([O:20][C:21]3[C:22]([C:30]4[NH:35][C:34](=[O:36])[CH:33]=[C:32]([N:37]5[CH2:42][CH2:41][O:40][CH2:39][CH2:38]5)[CH:31]=4)=[CH:23][CH:24]=[CH:25][C:26]=3[CH2:27]2)=[CH:18][CH:17]=1.O=[C:44]1[CH2:49][CH2:48][CH2:47][N:46]([C:50](OC(C)(C)C)=O)[CH2:45]1.C(Cl)(Cl)Cl. Product: [CH3:50][N:46]1[CH2:47][CH2:48][CH2:49][CH:44]([NH:15][C:16]2[CH:29]=[C:28]3[C:19]([O:20][C:21]4[C:22]([C:30]5[NH:35][C:34](=[O:36])[CH:33]=[C:32]([N:37]6[CH2:42][CH2:41][O:40][CH2:39][CH2:38]6)[CH:31]=5)=[CH:23][CH:24]=[CH:25][C:26]=4[CH2:27]3)=[CH:18][CH:17]=2)[CH2:45]1. The catalyst class is: 4. (6) Reactant: [F:1][C:2]1[CH:3]=[C:4]([C:8]2[N:13]=[C:12]3[S:14][CH:15]=[CH:16][C:11]3=[CH:10][C:9]=2[C@@H:17]([NH2:19])[CH3:18])[CH:5]=[CH:6][CH:7]=1.Cl[C:21]1[N:29]=[CH:28][N:27]=[C:26]2[C:22]=1[NH:23][CH:24]=[N:25]2.CCN(C(C)C)C(C)C. Product: [F:1][C:2]1[CH:3]=[C:4]([C:8]2[N:13]=[C:12]3[S:14][CH:15]=[CH:16][C:11]3=[CH:10][C:9]=2[C@@H:17]([NH:19][C:21]2[N:29]=[CH:28][N:27]=[C:26]3[C:22]=2[N:23]=[CH:24][NH:25]3)[CH3:18])[CH:5]=[CH:6][CH:7]=1. The catalyst class is: 51. (7) Product: [CH3:1][O:2][C:3](=[O:20])[CH:4]([O:6][C:7]1[CH:12]=[CH:11][C:10]([NH:13][C:14]([O:16][CH2:17][CH2:18][O:19][C:34](=[O:35])[NH:33][C:30]2[CH:29]=[CH:28][C:27]([O:26][CH:24]([C:23]([O:22][CH3:21])=[O:36])[CH3:25])=[CH:32][CH:31]=2)=[O:15])=[CH:9][CH:8]=1)[CH3:5]. The catalyst class is: 11. Reactant: [CH3:1][O:2][C:3](=[O:20])[CH:4]([O:6][C:7]1[CH:12]=[CH:11][C:10]([NH:13][C:14]([O:16][CH2:17][CH2:18][OH:19])=[O:15])=[CH:9][CH:8]=1)[CH3:5].[CH3:21][O:22][C:23](=[O:36])[CH:24]([O:26][C:27]1[CH:32]=[CH:31][C:30]([N:33]=[C:34]=[O:35])=[CH:29][CH:28]=1)[CH3:25]. (8) Reactant: [Br:1][CH2:2][C:3]1[CH:8]=[CH:7][CH:6]=[C:5]([O:9][CH3:10])[CH:4]=1.[C:11]1([P:17]([C:24]2[CH:29]=[CH:28][CH:27]=[CH:26][CH:25]=2)[C:18]2[CH:23]=[CH:22][CH:21]=[CH:20][CH:19]=2)[CH:16]=[CH:15][CH:14]=[CH:13][CH:12]=1. Product: [Br-:1].[CH3:10][O:9][C:5]1[CH:4]=[C:3]([CH:8]=[CH:7][CH:6]=1)[CH2:2][P+:17]([C:18]1[CH:19]=[CH:20][CH:21]=[CH:22][CH:23]=1)([C:24]1[CH:29]=[CH:28][CH:27]=[CH:26][CH:25]=1)[C:11]1[CH:12]=[CH:13][CH:14]=[CH:15][CH:16]=1. The catalyst class is: 11.